From a dataset of M1 muscarinic receptor agonist screen with 61,833 compounds. Binary Classification. Given a drug SMILES string, predict its activity (active/inactive) in a high-throughput screening assay against a specified biological target. (1) The molecule is o1[nH]\c(c(c2nc3c(cc2)cccc3)c1C)=C1\C(=O)C=C(OC)C=C1. The result is 0 (inactive). (2) The compound is O(CC(=O)N1CCc2c1cccc2)C(=O)c1c[n+]([O-])ccc1. The result is 0 (inactive). (3) The drug is S(c1n(C2CCN(CC2)C(OCC)=O)c(=O)c2sccc2n1)CC(OCC)=O. The result is 0 (inactive). (4) The molecule is o1c2c(n(CCC(=O)N3CCc4c3cccc4)c1=O)cccc2. The result is 0 (inactive). (5) The drug is S(=O)(=O)(N1CCOCC1)c1ccc(NC(=O)C2CN(C(=O)C2)c2ccc(cc2)C)cc1. The result is 0 (inactive). (6) The compound is Clc1cc(n2c(nnc2SCC(=O)N2CCOCC2)Cc2ccccc2)ccc1. The result is 0 (inactive).